Dataset: Reaction yield outcomes from USPTO patents with 853,638 reactions. Task: Predict the reaction yield, written as a fraction of the theoretical maximum amount of product (1.0 means a 100% yield; for example, 0.34 means a 34% yield). (1) The reactants are Cl.Cl.[CH3:3][C@H:4]1[C:12]2[C:11]([N:13]3[CH2:18][CH2:17][NH:16][CH2:15][CH2:14]3)=[N:10][CH:9]=[N:8][C:7]=2[C@H:6]([OH:19])[CH2:5]1.[C:20]([O:24][C:25]([NH:27][CH2:28][C@H:29]([C:33]1[CH:38]=[CH:37][C:36]([Cl:39])=[CH:35][CH:34]=1)[C:30](O)=[O:31])=[O:26])([CH3:23])([CH3:22])[CH3:21].C(N(C(C)C)CC)(C)C.CN(C(ON1N=NC2C=CC=CC1=2)=[N+](C)C)C.F[P-](F)(F)(F)(F)F. The catalyst is C(Cl)Cl. The product is [Cl:39][C:36]1[CH:37]=[CH:38][C:33]([C@H:29]([C:30]([N:16]2[CH2:15][CH2:14][N:13]([C:11]3[C:12]4[C@H:4]([CH3:3])[CH2:5][C@@H:6]([OH:19])[C:7]=4[N:8]=[CH:9][N:10]=3)[CH2:18][CH2:17]2)=[O:31])[CH2:28][NH:27][C:25](=[O:26])[O:24][C:20]([CH3:23])([CH3:21])[CH3:22])=[CH:34][CH:35]=1. The yield is 0.780. (2) The reactants are [CH3:1][NH:2][CH:3]1[CH2:8][CH2:7][CH2:6][CH2:5][CH2:4]1.FC(F)(F)S(O[C:15]1[C:16]2[CH2:36][N:35]([C:37](=[O:39])[CH3:38])[CH2:34][CH2:33][C:17]=2[N:18]=[C:19]([NH:21][C:22]2[CH:27]=[CH:26][C:25]([C:28]3[O:32][CH:31]=[N:30][CH:29]=3)=[CH:24][CH:23]=2)[N:20]=1)(=O)=O.S(C1C=CC(C)=CC=1)([O-])(=O)=O. No catalyst specified. The product is [CH:3]1([N:2]([CH3:1])[C:15]2[C:16]3[CH2:36][N:35]([C:37](=[O:39])[CH3:38])[CH2:34][CH2:33][C:17]=3[N:18]=[C:19]([NH:21][C:22]3[CH:27]=[CH:26][C:25]([C:28]4[O:32][CH:31]=[N:30][CH:29]=4)=[CH:24][CH:23]=3)[N:20]=2)[CH2:8][CH2:7][CH2:6][CH2:5][CH2:4]1. The yield is 0.170. (3) The reactants are [CH3:1][S:2]([OH:5])(=[O:4])=[O:3].C1(P(C2C=CC=CC=2)C2C=CC=CC=2)C=CC=CC=1.[CH3:25][O:26][C:27](=[O:43])[C@@H:28]1[CH2:32][C@@H:31](O)[CH2:30][N:29]1[S:34]([C:37]1[CH:42]=[CH:41][CH:40]=[CH:39][CH:38]=1)(=[O:36])=[O:35].C(N(CC)CC)C. The catalyst is CCOC(C)=O.C1(C)C=CC=CC=1. The product is [C:37]1([S:34]([N:29]2[CH2:30][C@@H:31]([O:3][S:2]([CH3:1])(=[O:5])=[O:4])[CH2:32][C@H:28]2[C:27]([O:26][CH3:25])=[O:43])(=[O:36])=[O:35])[CH:38]=[CH:39][CH:40]=[CH:41][CH:42]=1. The yield is 0.590. (4) The reactants are [CH3:1][O:2][C:3]1[C:13]2=[C:14]3[C:6]([CH:7]=[CH:8][CH:9]=[C:10]3[CH2:11][C:12]2=O)=[CH:5][CH:4]=1.[O:16]=[C:17]1[CH:25]([CH2:26][C:27]([O:29][CH3:30])=[O:28])[C:24]2[C:19](=[CH:20][CH:21]=[CH:22][CH:23]=2)[N:18]1[CH:31]1[CH2:36][CH2:35][NH:34][CH2:33][CH2:32]1.C([BH3-])#N.[Na+]. The catalyst is O1CCCC1.[O-]CC.[Ti+4].[O-]CC.[O-]CC.[O-]CC. The product is [CH3:1][O:2][C:3]1[C:13]2=[C:14]3[C:6]([CH:7]=[CH:8][CH:9]=[C:10]3[CH2:11][CH:12]2[N:34]2[CH2:35][CH2:36][CH:31]([N:18]3[C:19]4[C:24](=[CH:23][CH:22]=[CH:21][CH:20]=4)[CH:25]([CH2:26][C:27]([O:29][CH3:30])=[O:28])[C:17]3=[O:16])[CH2:32][CH2:33]2)=[CH:5][CH:4]=1. The yield is 0.170. (5) The reactants are [C:1]([C:5]1[CH:9]=[C:8]([NH:10][C:11](=[O:19])OC2C=CC=CC=2)[N:7]([C:20]2[CH:25]=[CH:24][C:23]([CH3:26])=[CH:22][CH:21]=2)[N:6]=1)([CH3:4])([CH3:3])[CH3:2].[CH3:27][O:28][C:29]1[CH:30]=[C:31]2[C:36](=[CH:37][C:38]=1[O:39][CH3:40])[N:35]=[CH:34][N:33]=[C:32]2[O:41][C:42]1[CH:43]=[C:44]([CH:46]=[CH:47][CH:48]=1)[NH2:45]. The catalyst is CN(C1C=CN=CC=1)C.C1COCC1. The product is [C:1]([C:5]1[CH:9]=[C:8]([NH:10][C:11]([NH:45][C:44]2[CH:46]=[CH:47][CH:48]=[C:42]([O:41][C:32]3[C:31]4[C:36](=[CH:37][C:38]([O:39][CH3:40])=[C:29]([O:28][CH3:27])[CH:30]=4)[N:35]=[CH:34][N:33]=3)[CH:43]=2)=[O:19])[N:7]([C:20]2[CH:25]=[CH:24][C:23]([CH3:26])=[CH:22][CH:21]=2)[N:6]=1)([CH3:2])([CH3:3])[CH3:4]. The yield is 0.820. (6) The reactants are [Br:1][C:2]1[CH:9]=[CH:8][C:5]([CH:6]=O)=[C:4](F)[CH:3]=1.[C:11]1([OH:17])[CH:16]=[CH:15][CH:14]=[CH:13][CH:12]=1.C([O-])([O-])=[O:19].[K+].[K+].[N:24]1([C:30]([O:32]C(C)(C)C)=[O:31])[CH2:29][CH2:28][NH:27][CH2:26][CH2:25]1.[BH-](O[C:47]([CH3:49])=[O:48])(OC(C)=O)OC(C)=O.[Na+].[NH:51]1CCN[CH2:53][CH2:52]1.CN1CCOCC1.[Si](I)(C)(C)C. The catalyst is [Cl-].[Na+].O.C(Cl)Cl.CC(N(C)C)=O. The product is [Br:1][C:2]1[CH:9]=[CH:8][C:5]([CH2:6][N:27]2[CH2:26][CH2:25][N:24]([C:30]([O:32][N:51]3[C:52](=[O:19])[CH2:53][CH2:49][C:47]3=[O:48])=[O:31])[CH2:29][CH2:28]2)=[C:4]([O:17][C:11]2[CH:16]=[CH:15][CH:14]=[CH:13][CH:12]=2)[CH:3]=1. The yield is 0.450.